From a dataset of Full USPTO retrosynthesis dataset with 1.9M reactions from patents (1976-2016). Predict the reactants needed to synthesize the given product. (1) Given the product [CH3:12][O:11][N:13]=[C:3]1[C:4]2[C:5](=[N:6][CH:7]=[CH:8][CH:9]=2)[O:1][CH2:2]1, predict the reactants needed to synthesize it. The reactants are: [O:1]1[C:5]2=[N:6][CH:7]=[CH:8][CH:9]=[C:4]2[C:3](=O)[CH2:2]1.[O:11]([NH2:13])[CH3:12]. (2) Given the product [CH3:60][O:59][CH2:58][CH2:57][O:56][CH2:55][CH2:54][O:53][CH2:52][CH2:51][O:50][CH2:49][CH2:48][N:47]([CH2:46][CH2:45][O:44][CH2:43][CH2:42][O:41][CH2:40][CH2:39][O:38][CH2:37][CH2:36][O:35][CH3:34])[S:20]([C:16]1[CH:17]=[CH:18][CH:19]=[C:14]([C:10]2[N:9]=[C:8]([C:6]3[CH:5]=[C:4]([C:24]4[CH:29]=[CH:28][C:27]([C:30]([F:33])([F:32])[F:31])=[CH:26][CH:25]=4)[CH:3]=[C:2]([CH3:1])[N:7]=3)[CH:13]=[CH:12][CH:11]=2)[CH:15]=1)(=[O:22])=[O:21], predict the reactants needed to synthesize it. The reactants are: [CH3:1][C:2]1[N:7]=[C:6]([C:8]2[CH:13]=[CH:12][CH:11]=[C:10]([C:14]3[CH:15]=[C:16]([S:20](Cl)(=[O:22])=[O:21])[CH:17]=[CH:18][CH:19]=3)[N:9]=2)[CH:5]=[C:4]([C:24]2[CH:29]=[CH:28][C:27]([C:30]([F:33])([F:32])[F:31])=[CH:26][CH:25]=2)[CH:3]=1.[CH3:34][O:35][CH2:36][CH2:37][O:38][CH2:39][CH2:40][O:41][CH2:42][CH2:43][O:44][CH2:45][CH2:46][NH:47][CH2:48][CH2:49][O:50][CH2:51][CH2:52][O:53][CH2:54][CH2:55][O:56][CH2:57][CH2:58][O:59][CH3:60].CCN(CC)CC. (3) The reactants are: [Br:1][C:2]1N=C2C=CC(OC)=CN2[CH:12]=1.[NH2:13][C:14]1[CH:23]=[C:22]([O:24][CH3:25])[C:17]([C:18]([O:20][CH3:21])=[O:19])=[CH:16][N:15]=1. Given the product [Br:1][C:2]1[N:13]=[C:14]2[CH:23]=[C:22]([O:24][CH3:25])[C:17]([C:18]([O:20][CH3:21])=[O:19])=[CH:16][N:15]2[CH:12]=1, predict the reactants needed to synthesize it. (4) Given the product [C:22]([O:21][C:19]([NH:18][C@H:8]([C:6]1[C:5]([B:26]([OH:28])[OH:27])=[CH:4][CH:3]=[C:2]([C:32]#[C:31][C:30]([CH3:34])([CH3:33])[CH3:29])[N:7]=1)[CH2:9][C:10]1[CH:15]=[C:14]([F:16])[CH:13]=[C:12]([F:17])[CH:11]=1)=[O:20])([CH3:25])([CH3:24])[CH3:23], predict the reactants needed to synthesize it. The reactants are: Br[C:2]1[N:7]=[C:6]([C@@H:8]([NH:18][C:19]([O:21][C:22]([CH3:25])([CH3:24])[CH3:23])=[O:20])[CH2:9][C:10]2[CH:15]=[C:14]([F:16])[CH:13]=[C:12]([F:17])[CH:11]=2)[C:5]([B:26]([OH:28])[OH:27])=[CH:4][CH:3]=1.[CH3:29][C:30]([CH3:34])([CH3:33])[C:31]#[CH:32].